Dataset: Reaction yield outcomes from USPTO patents with 853,638 reactions. Task: Predict the reaction yield, written as a fraction of the theoretical maximum amount of product (1.0 means a 100% yield; for example, 0.34 means a 34% yield). The reactants are C(NC(C)C)(C)C.C([Li])CCC.[C:13]1([C:23]2[CH:28]=[CH:27][CH:26]=[CH:25][CH:24]=2)[CH:18]=[CH:17][C:16]([CH2:19][C:20]([OH:22])=[O:21])=[CH:15][CH:14]=1.Br[CH2:30][C:31]([CH3:33])=[CH2:32]. The catalyst is C1COCC1. The product is [CH3:30][CH:31]([CH3:33])[CH:32]=[C:19]([C:16]1[CH:15]=[CH:14][C:13]([C:23]2[CH:24]=[CH:25][CH:26]=[CH:27][CH:28]=2)=[CH:18][CH:17]=1)[C:20]([OH:22])=[O:21]. The yield is 0.720.